From a dataset of Retrosynthesis with 50K atom-mapped reactions and 10 reaction types from USPTO. Predict the reactants needed to synthesize the given product. (1) The reactants are: C=O.Cc1cc2c(s1)Nc1ccccc1N=C2N1CCN[C@@H](CCc2ccc(Cl)cc2)C1. Given the product Cc1cc2c(s1)Nc1ccccc1N=C2N1CCN(C)[C@@H](CCc2ccc(Cl)cc2)C1, predict the reactants needed to synthesize it. (2) The reactants are: CCCNCC1CC1.N#Cc1ccc(F)cc1C(F)(F)F. Given the product CCCN(CC1CC1)c1ccc(C#N)c(C(F)(F)F)c1, predict the reactants needed to synthesize it. (3) Given the product CCCCOC(=O)NC1CCN(C(=O)[C@@H](N)CCC(=O)OC(C)(C)C)CC1, predict the reactants needed to synthesize it. The reactants are: CCCCOC(=O)NC1CCN(C(=O)[C@H](CCC(=O)OC(C)(C)C)NC(=O)OCc2ccccc2)CC1. (4) The reactants are: CC(C)(C)OC(=O)c1cc(Br)sc1NC(=O)C(F)(F)F. Given the product CC(C)(C)OC(=O)c1cc(Br)sc1N, predict the reactants needed to synthesize it. (5) The reactants are: C#Cc1ccc(Br)cc1.C[C@H]1C[C@@H](c2ncc(I)[nH]2)N(C(=O)OC(C)(C)C)C1. Given the product C[C@H]1C[C@@H](c2ncc(C#Cc3ccc(Br)cc3)[nH]2)N(C(=O)OC(C)(C)C)C1, predict the reactants needed to synthesize it. (6) Given the product ON=C(c1ccc(C(F)(F)F)cc1F)C1CCN(Cc2ccccc2)CC1, predict the reactants needed to synthesize it. The reactants are: NO.O=C(c1ccc(C(F)(F)F)cc1F)C1CCN(Cc2ccccc2)CC1. (7) Given the product Cc1ccc(Nc2ccc3ccccc3c2)c(C)c1, predict the reactants needed to synthesize it. The reactants are: Brc1ccc2ccccc2c1.Cc1ccc(N)c(C)c1. (8) Given the product O=C(c1ccc(O)cc1)N1CCc2sccc2C1c1ccc(Cl)cc1, predict the reactants needed to synthesize it. The reactants are: Clc1ccc(C2NCCc3sccc32)cc1.O=C(O)c1ccc(O)cc1. (9) Given the product O=C(O)COc1ccc(SCc2ccc(OCc3ccc(F)cc3F)cc2)c2c1CCC2, predict the reactants needed to synthesize it. The reactants are: COC(=O)COc1ccc(SCc2ccc(OCc3ccc(F)cc3F)cc2)c2c1CCC2.